From a dataset of Forward reaction prediction with 1.9M reactions from USPTO patents (1976-2016). Predict the product of the given reaction. (1) The product is: [Cl:1][C:2]1[CH:11]=[CH:10][CH:9]=[C:8]2[C:3]=1[N:4]=[C:5]([C:35]1[CH:36]=[C:37]([F:40])[CH:38]=[CH:39][C:34]=1[Cl:33])[C:6]([CH3:12])=[N:7]2. Given the reactants [Cl:1][C:2]1[CH:11]=[CH:10][CH:9]=[C:8]2[C:3]=1[N:4]=[C:5](C1C=CC=CC=1C(F)(F)F)[C:6]([CH2:12]NC1N=CN=C3C=1N=CN3)=[N:7]2.[Cl:33][C:34]1[CH:39]=[CH:38][C:37]([F:40])=[CH:36][C:35]=1B(O)O.C(O)(O)=O, predict the reaction product. (2) Given the reactants [CH2:1]([N:8]1[CH2:12][CH2:11][C@@H:10](OS(C2C=CC(C)=CC=2)(=O)=O)[CH2:9]1)[C:2]1[CH:7]=[CH:6][CH:5]=[CH:4][CH:3]=1.[NH:24]1[CH2:28][CH2:27][CH2:26][CH2:25]1, predict the reaction product. The product is: [CH2:1]([N:8]1[CH2:12][CH2:11][C@H:10]([N:24]2[CH2:28][CH2:27][CH2:26][CH2:25]2)[CH2:9]1)[C:2]1[CH:3]=[CH:4][CH:5]=[CH:6][CH:7]=1. (3) Given the reactants [CH2:1]([N:8]([CH:13]1[CH2:22][C:21]2[C:16](=[C:17]([C:25]([C:27]3[N:28]([CH3:32])[CH:29]=[N:30][CH:31]=3)=[O:26])[CH:18]=[C:19]([C:23]#[N:24])[CH:20]=2)[O:15][CH2:14]1)[S:9]([CH3:12])(=[O:11])=[O:10])[C:2]1[CH:7]=[CH:6][CH:5]=[CH:4][CH:3]=1.[Cl:33][C:34]1[CH:39]=[CH:38][C:37]([Mg]Br)=[CH:36][CH:35]=1.[NH4+].[Cl-], predict the reaction product. The product is: [CH2:1]([N:8]([CH:13]1[CH2:22][C:21]2[C:16](=[C:17]([C:25]([C:37]3[CH:38]=[CH:39][C:34]([Cl:33])=[CH:35][CH:36]=3)([OH:26])[C:27]3[N:28]([CH3:32])[CH:29]=[N:30][CH:31]=3)[CH:18]=[C:19]([C:23]#[N:24])[CH:20]=2)[O:15][CH2:14]1)[S:9]([CH3:12])(=[O:11])=[O:10])[C:2]1[CH:3]=[CH:4][CH:5]=[CH:6][CH:7]=1.